From a dataset of Catalyst prediction with 721,799 reactions and 888 catalyst types from USPTO. Predict which catalyst facilitates the given reaction. (1) Reactant: P(Cl)(Cl)(Cl)=O.[F:6][C:7]1[CH:8]=[C:9]2[C:15]([C:16]3[N:17]=[N:18][C:19]([C:23]([CH3:29])([CH3:28])[C:24]([O:26]C)=O)=[C:20](O)[N:21]=3)=[N:14][N:13]([CH2:30][CH2:31][C:32]([F:38])([F:37])[C:33]([F:36])([F:35])[F:34])[C:10]2=[N:11][CH:12]=1.[NH3:39]. Product: [F:6][C:7]1[CH:8]=[C:9]2[C:15]([C:16]3[N:17]=[N:18][C:19]4[C:23]([CH3:29])([CH3:28])[C:24](=[O:26])[NH:39][C:20]=4[N:21]=3)=[N:14][N:13]([CH2:30][CH2:31][C:32]([F:38])([F:37])[C:33]([F:34])([F:36])[F:35])[C:10]2=[N:11][CH:12]=1. The catalyst class is: 10. (2) Product: [CH3:33][O:32][C:30]([C:21]1[C:20]([B:9]2[O:10][C:11]([CH3:16])([CH3:17])[C:12]([CH3:14])([CH3:15])[O:13]2)=[CH:29][C:28]2[C:23](=[CH:24][CH:25]=[CH:26][CH:27]=2)[CH:22]=1)=[O:31]. Reactant: [CH3:16][C:11]1([CH3:17])[C:12]([CH3:15])([CH3:14])[O:13][B:9]([B:9]2[O:13][C:12]([CH3:15])([CH3:14])[C:11]([CH3:17])([CH3:16])[O:10]2)[O:10]1.I[C:20]1[C:21]([C:30]([O:32][CH3:33])=[O:31])=[CH:22][C:23]2[C:28]([CH:29]=1)=[CH:27][CH:26]=[CH:25][CH:24]=2.CC([O-])=O.[K+]. The catalyst class is: 418. (3) Reactant: F[C:2]1[CH:7]=[CH:6][C:5]([N+:8]([O-:10])=[O:9])=[C:4]([O:11][CH3:12])[CH:3]=1.[C:13]([O:17][C:18]([N:20]1[CH2:24][CH2:23][C@H:22]([NH2:25])[CH2:21]1)=[O:19])([CH3:16])([CH3:15])[CH3:14]. The catalyst class is: 16. Product: [CH3:12][O:11][C:4]1[CH:3]=[C:2]([NH:25][C@H:22]2[CH2:23][CH2:24][N:20]([C:18]([O:17][C:13]([CH3:16])([CH3:15])[CH3:14])=[O:19])[CH2:21]2)[CH:7]=[CH:6][C:5]=1[N+:8]([O-:10])=[O:9]. (4) Reactant: C(O[C:4]([C@@H:6]1[O:10][C:9](=[O:11])[N:8]([C:12]2[CH:17]=[CH:16][C:15]([N:18]3[CH:23]=[CH:22][C:21](=[O:24])[CH2:20][CH2:19]3)=[CH:14][CH:13]=2)[CH2:7]1)=[O:5])C.C(N(CC)CC)C.Cl.[F:33][CH2:34][CH2:35][NH2:36]. Product: [F:33][CH2:34][CH2:35][NH:36][C:4]([C@@H:6]1[O:10][C:9](=[O:11])[N:8]([C:12]2[CH:17]=[CH:16][C:15]([N:18]3[CH:23]=[CH:22][C:21](=[O:24])[CH2:20][CH2:19]3)=[CH:14][CH:13]=2)[CH2:7]1)=[O:5]. The catalyst class is: 5.